From a dataset of Reaction yield outcomes from USPTO patents with 853,638 reactions. Predict the reaction yield, written as a fraction of the theoretical maximum amount of product (1.0 means a 100% yield; for example, 0.34 means a 34% yield). (1) The reactants are [Br:1][C:2]1[CH:3]=[C:4]([NH:13][CH:14]2[CH2:18][CH2:17][CH2:16][CH2:15]2)[C:5]([CH3:12])=[C:6]([CH:11]=1)[C:7]([O:9][CH3:10])=[O:8].[C:19]([O-])([O-])=O.[Cs+].[Cs+].CI. The catalyst is C(#N)C. The product is [Br:1][C:2]1[CH:3]=[C:4]([N:13]([CH:14]2[CH2:18][CH2:17][CH2:16][CH2:15]2)[CH3:19])[C:5]([CH3:12])=[C:6]([CH:11]=1)[C:7]([O:9][CH3:10])=[O:8]. The yield is 0.860. (2) The reactants are [F:1][C:2]1[CH:7]=[CH:6][C:5]([NH:8][C:9]2[N:14]3[N:15]=[CH:16][C:17]([C:18]([OH:20])=O)=[C:13]3[N:12]=[CH:11][C:10]=2[C:21]([N:23]2[CH2:28][CH2:27][C:26]3([C:36]4[C:31](=[CH:32][CH:33]=[CH:34][CH:35]=4)[CH:30]=[C:29]3[CH3:37])[CH2:25][CH2:24]2)=[O:22])=[CH:4][CH:3]=1.[CH3:38][S:39]([NH2:42])(=[O:41])=[O:40]. No catalyst specified. The product is [F:1][C:2]1[CH:7]=[CH:6][C:5]([NH:8][C:9]2[N:14]3[N:15]=[CH:16][C:17]([C:18]([NH:42][S:39]([CH3:38])(=[O:41])=[O:40])=[O:20])=[C:13]3[N:12]=[CH:11][C:10]=2[C:21]([N:23]2[CH2:28][CH2:27][C:26]3([C:36]4[C:31](=[CH:32][CH:33]=[CH:34][CH:35]=4)[CH:30]=[C:29]3[CH3:37])[CH2:25][CH2:24]2)=[O:22])=[CH:4][CH:3]=1. The yield is 0.710.